Dataset: Catalyst prediction with 721,799 reactions and 888 catalyst types from USPTO. Task: Predict which catalyst facilitates the given reaction. Reactant: [CH3:1][O:2][C:3]1[N:8]=[CH:7][C:6]([C:9]([C:11]2[S:27][C:14]3[N:15]([CH2:19][CH2:20][N:21]4[CH2:26][CH2:25][O:24][CH2:23][CH2:22]4)[C:16]([CH3:18])=[CH:17][C:13]=3[CH:12]=2)=[O:10])=[CH:5][CH:4]=1.[CH3:28][C:29]1[CH:30]=[CH:31][C:32]([S:35]([OH:38])(=[O:37])=[O:36])=[CH:33][CH:34]=1. Product: [C:29]1([CH3:28])[CH:30]=[CH:31][C:32]([S:35]([O-:38])(=[O:36])=[O:37])=[CH:33][CH:34]=1.[CH3:1][O:2][C:3]1[CH:4]=[CH:5][C:6]([C:9]([C:11]2[S:27][C:14]3[N:15]([CH2:19][CH2:20][NH+:21]4[CH2:22][CH2:23][O:24][CH2:25][CH2:26]4)[C:16]([CH3:18])=[CH:17][C:13]=3[CH:12]=2)=[O:10])=[CH:7][N:8]=1. The catalyst class is: 28.